Regression. Given two drug SMILES strings and cell line genomic features, predict the synergy score measuring deviation from expected non-interaction effect. From a dataset of NCI-60 drug combinations with 297,098 pairs across 59 cell lines. (1) Drug 1: CCC1(CC2CC(C3=C(CCN(C2)C1)C4=CC=CC=C4N3)(C5=C(C=C6C(=C5)C78CCN9C7C(C=CC9)(C(C(C8N6C)(C(=O)OC)O)OC(=O)C)CC)OC)C(=O)OC)O.OS(=O)(=O)O. Drug 2: CC1CCC2CC(C(=CC=CC=CC(CC(C(=O)C(C(C(=CC(C(=O)CC(OC(=O)C3CCCCN3C(=O)C(=O)C1(O2)O)C(C)CC4CCC(C(C4)OC)O)C)C)O)OC)C)C)C)OC. Cell line: SW-620. Synergy scores: CSS=3.29, Synergy_ZIP=-0.331, Synergy_Bliss=2.15, Synergy_Loewe=1.19, Synergy_HSA=1.39. (2) Drug 1: CC12CCC3C(C1CCC2=O)CC(=C)C4=CC(=O)C=CC34C. Drug 2: CC(CN1CC(=O)NC(=O)C1)N2CC(=O)NC(=O)C2. Cell line: RXF 393. Synergy scores: CSS=44.4, Synergy_ZIP=0.205, Synergy_Bliss=2.53, Synergy_Loewe=-5.69, Synergy_HSA=4.21. (3) Drug 1: C1=C(C(=O)NC(=O)N1)F. Drug 2: CC1=CC=C(C=C1)C2=CC(=NN2C3=CC=C(C=C3)S(=O)(=O)N)C(F)(F)F. Cell line: MDA-MB-231. Synergy scores: CSS=8.37, Synergy_ZIP=-1.000, Synergy_Bliss=-3.58, Synergy_Loewe=-6.84, Synergy_HSA=-3.45. (4) Drug 2: CC1CCC2CC(C(=CC=CC=CC(CC(C(=O)C(C(C(=CC(C(=O)CC(OC(=O)C3CCCCN3C(=O)C(=O)C1(O2)O)C(C)CC4CCC(C(C4)OC)O)C)C)O)OC)C)C)C)OC. Synergy scores: CSS=-6.91, Synergy_ZIP=0.405, Synergy_Bliss=-5.24, Synergy_Loewe=-11.2, Synergy_HSA=-9.10. Drug 1: C1=CC(=CC=C1CC(C(=O)O)N)N(CCCl)CCCl.Cl. Cell line: UACC-257. (5) Drug 1: CNC(=O)C1=NC=CC(=C1)OC2=CC=C(C=C2)NC(=O)NC3=CC(=C(C=C3)Cl)C(F)(F)F. Drug 2: C1C(C(OC1N2C=NC3=C2NC=NCC3O)CO)O. Cell line: NCI/ADR-RES. Synergy scores: CSS=8.72, Synergy_ZIP=-1.79, Synergy_Bliss=0.362, Synergy_Loewe=1.93, Synergy_HSA=0.159. (6) Drug 1: CC(C)(C#N)C1=CC(=CC(=C1)CN2C=NC=N2)C(C)(C)C#N. Drug 2: C(CC(=O)O)C(=O)CN.Cl. Cell line: NCI-H460. Synergy scores: CSS=7.04, Synergy_ZIP=0.454, Synergy_Bliss=5.68, Synergy_Loewe=2.53, Synergy_HSA=2.59.